This data is from Full USPTO retrosynthesis dataset with 1.9M reactions from patents (1976-2016). The task is: Predict the reactants needed to synthesize the given product. Given the product [Br-:31].[OH:9][C:8]([C:16]1[CH:21]=[CH:20][CH:19]=[CH:18][CH:17]=1)([C:10]1[CH:15]=[CH:14][CH:13]=[CH:12][CH:11]=1)[C:4]12[CH2:7][N+:1]([CH2:30][CH2:29][O:28][C:22]3[CH:27]=[CH:26][CH:25]=[CH:24][CH:23]=3)([CH2:6][CH2:5]1)[CH2:2][CH2:3]2, predict the reactants needed to synthesize it. The reactants are: [N:1]12[CH2:7][C:4]([C:8]([C:16]3[CH:21]=[CH:20][CH:19]=[CH:18][CH:17]=3)([C:10]3[CH:15]=[CH:14][CH:13]=[CH:12][CH:11]=3)[OH:9])([CH2:5][CH2:6]1)[CH2:3][CH2:2]2.[C:22]1([O:28][CH2:29][CH2:30][Br:31])[CH:27]=[CH:26][CH:25]=[CH:24][CH:23]=1.